Dataset: Forward reaction prediction with 1.9M reactions from USPTO patents (1976-2016). Task: Predict the product of the given reaction. (1) Given the reactants [CH3:1][C:2]1([CH3:23])[C:7]2[CH:8]=[C:9]([C:12]3[N:16]([CH3:17])[C:15]([C:18]#[N:19])=[C:14](Br)[C:13]=3[CH3:21])[CH:10]=[CH:11][C:6]=2[NH:5][C:4](=[O:22])[O:3]1.[CH3:24][Sn](C)(C)C.O, predict the reaction product. The product is: [CH3:1][C:2]1([CH3:23])[C:7]2[CH:8]=[C:9]([C:12]3[N:16]([CH3:17])[C:15]([C:18]#[N:19])=[C:14]([CH3:24])[C:13]=3[CH3:21])[CH:10]=[CH:11][C:6]=2[NH:5][C:4](=[O:22])[O:3]1. (2) Given the reactants C([O:8][C:9]1[CH:10]=[CH:11][C:12]([N:17]2[CH:21]=[C:20]([C:22]([O:24][CH2:25][CH3:26])=[O:23])[CH:19]=[N:18]2)=[N:13][C:14]=1[C:15]#[N:16])C1C=CC=CC=1, predict the reaction product. The product is: [C:15]([C:14]1[N:13]=[C:12]([N:17]2[CH:21]=[C:20]([C:22]([O:24][CH2:25][CH3:26])=[O:23])[CH:19]=[N:18]2)[CH:11]=[CH:10][C:9]=1[OH:8])#[N:16].